Dataset: Antibody developability classification from SAbDab with 2,409 antibodies. Task: Regression/Classification. Given an antibody's heavy chain and light chain sequences, predict its developability. TAP uses regression for 5 developability metrics; SAbDab uses binary classification. (1) The antibody is ['QVQLVQSGGGLVKPGGSLTLSCSASGFFFDNSWMGWVRQAPGKGLEWVGRIRRLKDGATGEYGAAVKDRFTISRDDSRNMLYLHMRTLKTEDSGTYYCTMDEGTPVTRFLEWGYFYYYMAVWGRGTTVIVSS', 'DIVMTQSPSSVSASVGDRVTITCRASQNIRDYLNWYQHKPGGSPRLLIYAASTLQTGVPSRFSGSGSGNLFTLTITNLQPEDFATYYCQENYNTIPSLSFGQGTKVDIR']. Result: 0 (not developable). (2) The antibody is ['EVQLVESGGGLVQPGGSLRLSCAASGFNIDDTYIHWVRQAPGKGLEWVARIYPTNGYTRYADSVKGRFTISADTSKNTAYLQMNSLRAEDTAVYYCSRWGGDGFYAMDVWGQGTLVTVSS', 'DIQMTQSPSSLSASVGDRVTITCRASQDVNTAVAWYQQKPGKAPKLLIYSADFLYSGVPSRFSGSRSGTDFTLTISSLQPEDFATYYCQQHYTTPPTFGQGTKVEIK']. Result: 0 (not developable).